From a dataset of Reaction yield outcomes from USPTO patents with 853,638 reactions. Predict the reaction yield, written as a fraction of the theoretical maximum amount of product (1.0 means a 100% yield; for example, 0.34 means a 34% yield). (1) The reactants are N(C(C)=O)(CNC(C)=O)CNC(C)=O.C=O.O.[C:18]([OH:21])(=[O:20])[CH3:19].N(CC(O)=O)CC(O)=O.[C:31]([NH:34][CH2:35][C:36]([OH:38])=[O:37])(=[O:33])[CH3:32]. The catalyst is CC(C)=O. The product is [C:31]([N:34]([CH2:35][C:36]([OH:38])=[O:37])[CH2:19][C:18]([OH:21])=[O:20])(=[O:33])[CH3:32]. The yield is 0.950. (2) The yield is 0.100. The product is [Cl:1][C:2]1[CH:3]=[C:4]([C:20]2([C:22]([F:25])([F:24])[F:23])[O:32][N:33]=[C:34]([C:35]3[CH:46]=[CH:45][C:38]4[B:39]([OH:44])[O:40][C:41]([CH3:43])([CH3:42])[C:37]=4[CH:36]=3)[CH2:21]2)[CH:5]=[C:6]([F:9])[C:7]=1[Cl:8]. The reactants are [Cl:1][C:2]1[CH:3]=[C:4](B2OC(C)(C)C(C)(C)O2)[CH:5]=[C:6]([F:9])[C:7]=1[Cl:8].Br[C:20]([C:22]([F:25])([F:24])[F:23])=[CH2:21].C([O-])([O-])=O.[Cs+].[Cs+].[OH:32][N:33]=[C:34](Cl)[C:35]1[CH:46]=[CH:45][C:38]2[B:39]([OH:44])[O:40][C:41]([CH3:43])([CH3:42])[C:37]=2[CH:36]=1. The catalyst is C1COCC1.CN(C=O)C.Cl[Pd](Cl)([P](C1C=CC=CC=1)(C1C=CC=CC=1)C1C=CC=CC=1)[P](C1C=CC=CC=1)(C1C=CC=CC=1)C1C=CC=CC=1. (3) The reactants are [NH:1]1[CH:5]=[CH:4][CH:3]=[N:2]1.[H-].[K+].[NH2:8][C:9]1[N:14]=[C:13](Br)[C:12]([C:16]#[N:17])=[C:11]([S:18][CH3:19])[N:10]=1. The catalyst is COCCOCCOC. The product is [NH2:8][C:9]1[N:10]=[C:11]([S:18][CH3:19])[C:12]([C:16]#[N:17])=[C:13]([N:1]2[CH:5]=[CH:4][CH:3]=[N:2]2)[N:14]=1. The yield is 0.270. (4) The reactants are [F:1][C:2]1[CH:3]=[C:4]2[C:9](=[O:10])[O:8][C:6](=O)[C:5]2=[CH:11][CH:12]=1.[CH2:13]([NH:18][CH2:19][C:20]([O:22][CH2:23][CH3:24])=[O:21])[C:14]([CH3:17])([CH3:16])[CH3:15].C(=O)([O-])[O-].[K+].[K+].C(I)C.C(O)C.[O-]CC.[Na+].Cl. The catalyst is O1CCCC1.O. The product is [F:1][C:2]1[CH:3]=[C:4]2[C:5]([C:6]([OH:8])=[C:19]([C:20]([O:22][CH2:23][CH3:24])=[O:21])[N:18]([CH2:13][C:14]([CH3:15])([CH3:16])[CH3:17])[C:9]2=[O:10])=[CH:11][CH:12]=1. The yield is 0.319.